Dataset: NCI-60 drug combinations with 297,098 pairs across 59 cell lines. Task: Regression. Given two drug SMILES strings and cell line genomic features, predict the synergy score measuring deviation from expected non-interaction effect. (1) Drug 1: C1CNP(=O)(OC1)N(CCCl)CCCl. Drug 2: CC(C)(C1=NC(=CC=C1)N2C3=NC(=NC=C3C(=O)N2CC=C)NC4=CC=C(C=C4)N5CCN(CC5)C)O. Cell line: HCT116. Synergy scores: CSS=17.7, Synergy_ZIP=-2.79, Synergy_Bliss=-1.97, Synergy_Loewe=-70.5, Synergy_HSA=-1.43. (2) Drug 1: CC1=C(C(=O)C2=C(C1=O)N3CC4C(C3(C2COC(=O)N)OC)N4)N. Drug 2: C1CCC(C(C1)N)N.C(=O)(C(=O)[O-])[O-].[Pt+4]. Cell line: MDA-MB-435. Synergy scores: CSS=-4.70, Synergy_ZIP=0.847, Synergy_Bliss=-6.83, Synergy_Loewe=-11.5, Synergy_HSA=-12.3. (3) Drug 1: C1=CN(C=N1)CC(O)(P(=O)(O)O)P(=O)(O)O. Drug 2: CCN(CC)CCCC(C)NC1=C2C=C(C=CC2=NC3=C1C=CC(=C3)Cl)OC. Cell line: SN12C. Synergy scores: CSS=9.03, Synergy_ZIP=-6.00, Synergy_Bliss=-0.921, Synergy_Loewe=-10.7, Synergy_HSA=-1.90. (4) Drug 1: CN1C2=C(C=C(C=C2)N(CCCl)CCCl)N=C1CCCC(=O)O.Cl. Drug 2: CCCCCOC(=O)NC1=NC(=O)N(C=C1F)C2C(C(C(O2)C)O)O. Cell line: NCI-H460. Synergy scores: CSS=0.960, Synergy_ZIP=-0.576, Synergy_Bliss=-0.445, Synergy_Loewe=0.0180, Synergy_HSA=-0.279. (5) Drug 1: CN(C)C1=NC(=NC(=N1)N(C)C)N(C)C. Drug 2: CC12CCC3C(C1CCC2O)C(CC4=C3C=CC(=C4)O)CCCCCCCCCS(=O)CCCC(C(F)(F)F)(F)F. Cell line: M14. Synergy scores: CSS=-6.53, Synergy_ZIP=2.40, Synergy_Bliss=-1.24, Synergy_Loewe=-7.90, Synergy_HSA=-5.37. (6) Cell line: SN12C. Drug 2: CN(CCCl)CCCl.Cl. Synergy scores: CSS=26.2, Synergy_ZIP=-8.12, Synergy_Bliss=1.26, Synergy_Loewe=-23.4, Synergy_HSA=1.01. Drug 1: CC1=CC2C(CCC3(C2CCC3(C(=O)C)OC(=O)C)C)C4(C1=CC(=O)CC4)C. (7) Drug 1: CC1OCC2C(O1)C(C(C(O2)OC3C4COC(=O)C4C(C5=CC6=C(C=C35)OCO6)C7=CC(=C(C(=C7)OC)O)OC)O)O. Drug 2: CC1=C(C(CCC1)(C)C)C=CC(=CC=CC(=CC(=O)O)C)C. Cell line: T-47D. Synergy scores: CSS=36.6, Synergy_ZIP=-11.5, Synergy_Bliss=-3.25, Synergy_Loewe=-1.37, Synergy_HSA=0.603. (8) Drug 1: C1CCC(C1)C(CC#N)N2C=C(C=N2)C3=C4C=CNC4=NC=N3. Drug 2: CCCCCOC(=O)NC1=NC(=O)N(C=C1F)C2C(C(C(O2)C)O)O. Cell line: CAKI-1. Synergy scores: CSS=2.17, Synergy_ZIP=-6.29, Synergy_Bliss=-11.1, Synergy_Loewe=-22.4, Synergy_HSA=-9.55. (9) Drug 1: CN(CCCl)CCCl.Cl. Drug 2: CC1C(C(CC(O1)OC2CC(CC3=C2C(=C4C(=C3O)C(=O)C5=CC=CC=C5C4=O)O)(C(=O)C)O)N)O. Cell line: SR. Synergy scores: CSS=48.0, Synergy_ZIP=-12.4, Synergy_Bliss=-14.7, Synergy_Loewe=-5.43, Synergy_HSA=-4.22.